This data is from Forward reaction prediction with 1.9M reactions from USPTO patents (1976-2016). The task is: Predict the product of the given reaction. (1) Given the reactants Cl.C([O:4][C:5]([C:7]1[CH:12]=[C:11]([CH:13]([O:15][CH2:16][C:17]([F:20])([F:19])[F:18])[CH3:14])[N:10]=[C:9]([NH:21][C:22]2[CH:27]=[CH:26][C:25]([N:28]3[CH:32]=[C:31]([CH3:33])[N:30]=[CH:29]3)=[C:24]([O:34][CH3:35])[CH:23]=2)[N:8]=1)=[CH2:6])C.C(=O)(O)[O-].[Na+], predict the reaction product. The product is: [CH3:35][O:34][C:24]1[CH:23]=[C:22]([NH:21][C:9]2[N:8]=[C:7]([C:5](=[O:4])[CH3:6])[CH:12]=[C:11]([CH:13]([O:15][CH2:16][C:17]([F:18])([F:19])[F:20])[CH3:14])[N:10]=2)[CH:27]=[CH:26][C:25]=1[N:28]1[CH:32]=[C:31]([CH3:33])[N:30]=[CH:29]1. (2) Given the reactants [CH3:1][C:2]1([CH2:22][OH:23])[CH2:7][CH2:6][C:5]([C:8]2[CH:13]=[CH:12][C:11]([OH:14])=[CH:10][CH:9]=2)=[C:4]([C:15]2[CH:20]=[CH:19][C:18]([OH:21])=[CH:17][CH:16]=2)[CH2:3]1.[H-].[Na+].Cl[CH2:27][CH2:28][N:29]([CH3:31])[CH3:30], predict the reaction product. The product is: [CH3:30][N:29]([CH3:31])[CH2:28][CH2:27][O:21][C:18]1[CH:17]=[CH:16][C:15]([C:4]2[CH2:3][C:2]([CH2:22][OH:23])([CH3:1])[CH2:7][CH2:6][C:5]=2[C:8]2[CH:13]=[CH:12][C:11]([OH:14])=[CH:10][CH:9]=2)=[CH:20][CH:19]=1. (3) Given the reactants [OH:1][C:2]1[CH:11]=[CH:10][C:9]2[C:4](=[CH:5][CH:6]=[CH:7][CH:8]=2)[N:3]=1.[I-].C[N+]1C=CN([C:19](=[O:28])[N:20]([CH3:27])[C:21]2[CH:26]=[CH:25][CH:24]=[CH:23][CH:22]=2)C=1.C(N(CC)CC)C, predict the reaction product. The product is: [N:3]1[C:4]2[C:9](=[CH:8][CH:7]=[CH:6][CH:5]=2)[CH:10]=[CH:11][C:2]=1[O:1][C:19](=[O:28])[N:20]([CH3:27])[C:21]1[CH:26]=[CH:25][CH:24]=[CH:23][CH:22]=1. (4) Given the reactants COC1C=CC(C[N:10]2[C:18]3[C:13](=[CH:14][CH:15]=[C:16]([N:19]4[CH:23]=[C:22]([C:24]([F:27])([F:26])[F:25])[N:21]=[CH:20]4)[CH:17]=3)[C:12]([CH3:29])([CH3:28])[C:11]2=[O:30])=CC=1.C(O)(C(F)(F)F)=O, predict the reaction product. The product is: [CH3:28][C:12]1([CH3:29])[C:13]2[C:18](=[CH:17][C:16]([N:19]3[CH:23]=[C:22]([C:24]([F:27])([F:26])[F:25])[N:21]=[CH:20]3)=[CH:15][CH:14]=2)[NH:10][C:11]1=[O:30]. (5) Given the reactants [CH2:1]([C:8]1([O:14][C:15]([NH:17][C@@H:18]([CH2:23][CH2:24][CH2:25][CH3:26])[C:19](OC)=[O:20])=[O:16])[CH2:13][CH2:12][CH2:11][CH2:10][CH2:9]1)[C:2]1[CH:7]=[CH:6][CH:5]=[CH:4][CH:3]=1.O.[OH-].[Li+].[C:30]1([P:36](=[CH:49][C:50]#[N:51])([C:43]2[CH:48]=[CH:47][CH:46]=[CH:45][CH:44]=2)[C:37]2[CH:42]=[CH:41][CH:40]=[CH:39][CH:38]=2)[CH:35]=[CH:34][CH:33]=[CH:32][CH:31]=1.O, predict the reaction product. The product is: [C:50]([C:49](=[P:36]([C:37]1[CH:42]=[CH:41][CH:40]=[CH:39][CH:38]=1)([C:43]1[CH:48]=[CH:47][CH:46]=[CH:45][CH:44]=1)[C:30]1[CH:31]=[CH:32][CH:33]=[CH:34][CH:35]=1)[C:19]([C@@H:18]([NH:17][C:15](=[O:16])[O:14][C:8]1([CH2:1][C:2]2[CH:7]=[CH:6][CH:5]=[CH:4][CH:3]=2)[CH2:13][CH2:12][CH2:11][CH2:10][CH2:9]1)[CH2:23][CH2:24][CH2:25][CH3:26])=[O:20])#[N:51]. (6) Given the reactants [CH2:1]([OH:34])[C@H:2]1[O:7][C@H:6]([O:8][CH2:9][C@H:10]2[O:15][C@H:14]([O:16][C@@H:17]([C@H:22]([OH:27])[C@@H:23]([OH:26])[CH:24]=[O:25])[C@H:18]([OH:21])[CH2:19][OH:20])[C@H:13]([OH:28])[C@@H:12]([OH:29])[C@@H:11]2[OH:30])[C@H:5]([OH:31])[C@@H:4]([OH:32])[C@@H:3]1O.[CH2:35]([OH:68])[C@H:36]1[O:41][C@H:40]([O:42][C@H:43]2[C@H:48]([OH:49])[C@@H:47]([OH:50])[C@@H:46]([O:51][C@H:52]3[C@H:57]([OH:58])[C@@H:56]([OH:59])[C@@H:55]([OH:60])[O:54][C@@H:53]3[CH2:61][OH:62])[O:45][C@@H:44]2[CH2:63][OH:64])[C@H:39]([OH:65])[C@@H:38]([OH:66])[C@@H:37]1[OH:67], predict the reaction product. The product is: [CH2:35]([OH:68])[C@H:36]1[O:41][C@H:40]([O:42][C@H:43]2[C@H:48]([OH:49])[C@@H:47]([OH:50])[C@@H:46]([O:51][C@H:52]3[C@H:57]([OH:58])[C@@H:56]([OH:59])[C@@H:55]([O:60][C@H:3]4[C@H:4]([OH:32])[C@@H:5]([OH:31])[C@@H:6]([OH:8])[O:7][C@@H:2]4[CH2:1][OH:34])[O:54][C@@H:53]3[CH2:61][OH:62])[O:45][C@@H:44]2[CH2:63][OH:64])[C@H:39]([OH:65])[C@@H:38]([OH:66])[C@@H:37]1[OH:67].[CH2:9]([OH:8])[C@H:10]1[O:15][C@H:14]([O:16][C@H:17]2[C@H:22]([OH:27])[C@@H:23]([OH:26])[C@H:24]([OH:25])[O:21][C@@H:18]2[CH2:19][OH:20])[C@H:13]([OH:28])[C@@H:12]([OH:29])[C@@H:11]1[OH:30].[CH2:35]([OH:68])[C@H:36]1[O:41][C@H:40]([O:42][C@H:43]2[C@H:48]([OH:49])[C@@H:47]([OH:50])[C@@H:46]([O:51][C@H:52]3[C@H:57]([OH:58])[C@@H:56]([OH:59])[C@@H:55]([O:30][C@H:11]4[C@H:12]([OH:29])[C@@H:13]([OH:28])[C@@H:14]([O:16][C@H:17]5[C@H:22]([OH:27])[C@@H:23]([OH:26])[C@@H:24]([OH:25])[O:21][C@@H:18]5[CH2:19][OH:20])[O:15][C@@H:10]4[CH2:9][OH:8])[O:54][C@@H:53]3[CH2:61][OH:62])[O:45][C@@H:44]2[CH2:63][OH:64])[C@H:39]([OH:65])[C@@H:38]([OH:66])[C@@H:37]1[OH:67]. (7) Given the reactants [OH:1][C:2]1[C:6]2[C:7]3[CH:8]=[C:9]4[C:14]5=[C:15]([CH2:20][CH2:21][CH2:22][N:13]5[CH2:12][CH2:11][CH2:10]4)[C:16]=3[O:17][C:18](=[O:19])[C:5]=2[CH2:4][C:3]=1C(OC)=O.[Li+].[Cl-].O, predict the reaction product. The product is: [C:2]1(=[O:1])[C:6]2[C:7]3[CH:8]=[C:9]4[C:14]5=[C:15]([CH2:20][CH2:21][CH2:22][N:13]5[CH2:12][CH2:11][CH2:10]4)[C:16]=3[O:17][C:18](=[O:19])[C:5]=2[CH2:4][CH2:3]1. (8) Given the reactants [CH:1]1([N:13]2[CH2:18][CH2:17][C:16](=O)[CH2:15][CH2:14]2)[C:11]2=[C:12]3[C:7](=[CH:8][CH:9]=[CH:10]2)[CH2:6][CH2:5][CH2:4][CH:3]3[CH2:2]1.[C:20]1([NH2:27])[CH:25]=[CH:24][CH:23]=[CH:22][C:21]=1[NH2:26].C(O[BH-](OC(=O)C)OC(=O)C)(=O)C.[Na+].C(=O)([O-])[O-].[K+].[K+], predict the reaction product. The product is: [CH:1]1([N:13]2[CH2:18][CH2:17][CH:16]([NH:26][C:21]3[C:20]([NH2:27])=[CH:25][CH:24]=[CH:23][CH:22]=3)[CH2:15][CH2:14]2)[C:11]2=[C:12]3[C:7](=[CH:8][CH:9]=[CH:10]2)[CH2:6][CH2:5][CH2:4][CH:3]3[CH2:2]1.